From a dataset of NCI-60 drug combinations with 297,098 pairs across 59 cell lines. Regression. Given two drug SMILES strings and cell line genomic features, predict the synergy score measuring deviation from expected non-interaction effect. Drug 1: C1CCN(CC1)CCOC2=CC=C(C=C2)C(=O)C3=C(SC4=C3C=CC(=C4)O)C5=CC=C(C=C5)O. Drug 2: CN1C(=O)N2C=NC(=C2N=N1)C(=O)N. Cell line: NCI-H522. Synergy scores: CSS=-12.4, Synergy_ZIP=5.35, Synergy_Bliss=-5.17, Synergy_Loewe=-15.1, Synergy_HSA=-15.6.